Dataset: Full USPTO retrosynthesis dataset with 1.9M reactions from patents (1976-2016). Task: Predict the reactants needed to synthesize the given product. (1) Given the product [C:38]([C:37]1[C:36]2[N:35]=[C:18]([C:16]3[S:17][C:13]([CH:9]4[CH2:10][CH2:11][CH2:12][N:8]4[C:6]([O:5][C:1]([CH3:2])([CH3:3])[CH3:4])=[O:7])=[CH:14][CH:15]=3)[NH:45][C:44]=2[CH:43]=[CH:42][CH:41]=1)(=[O:39])[NH2:40], predict the reactants needed to synthesize it. The reactants are: [C:1]([O:5][C:6]([N:8]1[CH2:12][CH2:11][CH2:10][CH:9]1[C:13]1[S:17][C:16]([C:18](O)=O)=[CH:15][CH:14]=1)=[O:7])([CH3:4])([CH3:3])[CH3:2].C1N=CN(C(N2C=NC=C2)=O)C=1.Cl.Cl.[NH2:35][C:36]1[C:44]([NH2:45])=[CH:43][CH:42]=[CH:41][C:37]=1[C:38]([NH2:40])=[O:39]. (2) Given the product [C:1]([NH:6][C:7]1[N:8]=[C:9]([O:34][C:48](=[O:49])[N:47]([C:51]2[CH:52]=[CH:53][CH:54]=[CH:55][CH:56]=2)[C:41]2[CH:46]=[CH:45][CH:44]=[CH:43][CH:42]=2)[C:10]2[N:11]=[CH:12][N:13]([C:32]=2[N:33]=1)[C@@H:14]1[O:31][C@H:21]([CH2:22][O:23][Si:24]([C:27]([CH3:29])([CH3:28])[CH3:30])([CH3:25])[CH3:26])[C@@H:16]([O:17][CH2:18][S:19][CH3:20])[CH2:15]1)(=[O:5])[CH:2]([CH3:4])[CH3:3], predict the reactants needed to synthesize it. The reactants are: [C:1]([NH:6][C:7]1[NH:8][C:9](=[O:34])[C:10]2[N:11]=[CH:12][N:13]([C:32]=2[N:33]=1)[C@@H:14]1[O:31][C@H:21]([CH2:22][O:23][Si:24]([C:27]([CH3:30])([CH3:29])[CH3:28])([CH3:26])[CH3:25])[C@@H:16]([O:17][CH2:18][S:19][CH3:20])[CH2:15]1)(=[O:5])[CH:2]([CH3:4])[CH3:3].N1C=CC=CC=1.[C:41]1([N:47]([C:51]2[CH:56]=[CH:55][CH:54]=[CH:53][CH:52]=2)[C:48](Cl)=[O:49])[CH:46]=[CH:45][CH:44]=[CH:43][CH:42]=1.CCN(C(C)C)C(C)C. (3) Given the product [Cl:1][C:2]1[CH:3]=[C:4]([CH:8]2[CH:12]3[CH2:17][CH2:16][CH2:15][CH2:14][CH:13]3[O:18][C:9]2=[O:11])[CH:5]=[CH:6][CH:7]=1, predict the reactants needed to synthesize it. The reactants are: [Cl:1][C:2]1[CH:3]=[C:4]([CH:8]([CH:12]2[CH2:17][CH2:16][CH2:15][CH2:14][CH:13]2[OH:18])[C:9]([OH:11])=O)[CH:5]=[CH:6][CH:7]=1.F[P-](F)(F)(F)(F)F.N1(O[P+](N(C)C)(N(C)C)N(C)C)C2C=CC=CC=2N=N1.N1(C(OC(C)(C)C)=O)CCNCC1.C(N(CC)CC)C. (4) Given the product [Cl:33][C:30]1[CH:31]=[CH:32][C:27]([C:24]2([NH:23][C:21]3[N:20]=[C:19]([O:34][CH2:35][C:36]([F:37])([F:38])[F:39])[N:18]=[C:17]([NH:16][C:13]4[CH:12]=[CH:11][C:10]([C:9]([NH:8][S:5]([CH2:4][CH2:3][N:2]5[CH2:45][CH2:44][CH2:43][CH2:42]5)(=[O:7])=[O:6])=[O:40])=[CH:15][CH:14]=4)[N:22]=3)[CH2:26][CH2:25]2)=[CH:28][CH:29]=1, predict the reactants needed to synthesize it. The reactants are: Cl.[NH2:2][CH2:3][CH2:4][S:5]([NH:8][C:9](=[O:40])[C:10]1[CH:15]=[CH:14][C:13]([NH:16][C:17]2[N:22]=[C:21]([NH:23][C:24]3([C:27]4[CH:32]=[CH:31][C:30]([Cl:33])=[CH:29][CH:28]=4)[CH2:26][CH2:25]3)[N:20]=[C:19]([O:34][CH2:35][C:36]([F:39])([F:38])[F:37])[N:18]=2)=[CH:12][CH:11]=1)(=[O:7])=[O:6].Br[CH2:42][CH2:43][CH2:44][CH2:45]Br.C(=O)([O-])[O-].[K+].[K+]. (5) Given the product [CH:1]1([CH:7]=[CH:8][C:9]([Cl:14])=[O:11])[CH2:6][CH2:5][CH2:4][CH2:3][CH2:2]1, predict the reactants needed to synthesize it. The reactants are: [CH:1]1([CH:7]=[CH:8][C:9]([OH:11])=O)[CH2:6][CH2:5][CH2:4][CH2:3][CH2:2]1.S(Cl)([Cl:14])=O.